The task is: Predict the product of the given reaction.. This data is from Forward reaction prediction with 1.9M reactions from USPTO patents (1976-2016). (1) The product is: [F:20][C:21]1[CH:22]=[CH:23][C:24]([S:27]([N:30]([CH:31]([CH3:33])[CH3:32])[CH2:34][C:35]([NH:19][CH2:18][C:4]2[CH:5]=[C:6]([C:8]3[CH:9]=[CH:10][C:11]([C:14]([F:16])([F:17])[F:15])=[CH:12][CH:13]=3)[CH:7]=[C:2]([F:1])[CH:3]=2)=[O:36])(=[O:28])=[O:29])=[CH:25][CH:26]=1. Given the reactants [F:1][C:2]1[CH:3]=[C:4]([CH2:18][NH2:19])[CH:5]=[C:6]([C:8]2[CH:13]=[CH:12][C:11]([C:14]([F:17])([F:16])[F:15])=[CH:10][CH:9]=2)[CH:7]=1.[F:20][C:21]1[CH:26]=[CH:25][C:24]([S:27]([N:30]([CH2:34][C:35](O)=[O:36])[CH:31]([CH3:33])[CH3:32])(=[O:29])=[O:28])=[CH:23][CH:22]=1.CN(C(ON1N=NC2C=CC=NC1=2)=[N+](C)C)C.F[P-](F)(F)(F)(F)F.C(N(CC)C(C)C)(C)C.OS([O-])(=O)=O.[K+], predict the reaction product. (2) Given the reactants [CH2:1]([Li])[CH2:2][CH2:3][CH3:4].[OH-].[Na+], predict the reaction product. The product is: [CH:1]1[C:3]2[C:2](=[C:1]3[C:2]([CH:4]=2)=[CH:1][C:3]2=[C:4]4[C:3](=[CH:4][C:2]2=[CH:1]3)[CH:4]=[CH:3][CH:2]=[CH:1]4)[CH:4]=[CH:3][CH:2]=1. (3) Given the reactants [Cl:1][C:2]1[CH:7]=[CH:6][C:5]([CH2:8][CH2:9][C@:10]2([CH2:27][N:28]3[CH:32]=[CH:31][N:30]=[CH:29]3)[O:14][C@H:13]([CH2:15]OS(C3C=CC(C)=CC=3)(=O)=O)[CH2:12][O:11]2)=[CH:4][CH:3]=1.[N-:33]=[N+:34]=[N-:35].[Na+], predict the reaction product. The product is: [N:33]([CH2:15][C@@H:13]1[CH2:12][O:11][C@:10]([CH2:27][N:28]2[CH:32]=[CH:31][N:30]=[CH:29]2)([CH2:9][CH2:8][C:5]2[CH:6]=[CH:7][C:2]([Cl:1])=[CH:3][CH:4]=2)[O:14]1)=[N+:34]=[N-:35]. (4) Given the reactants [CH3:1][O:2][C:3]([C:5]1[N:10]=[C:9](Br)[C:8]2[N:12]=[C:13]([C:15]3[CH:20]=[CH:19][CH:18]=[CH:17][CH:16]=3)[O:14][C:7]=2[C:6]=1[OH:21])=[O:4].[CH2:22]([Sn]([CH2:22][CH2:23][CH2:24][CH3:25])([CH2:22][CH2:23][CH2:24][CH3:25])[CH2:22][CH2:23][CH2:24][CH3:25])[CH2:23][CH2:24][CH3:25], predict the reaction product. The product is: [CH3:1][O:2][C:3]([C:5]1[N:10]=[C:9]([CH2:22][CH2:23][CH2:24][CH3:25])[C:8]2[N:12]=[C:13]([C:15]3[CH:20]=[CH:19][CH:18]=[CH:17][CH:16]=3)[O:14][C:7]=2[C:6]=1[OH:21])=[O:4]. (5) Given the reactants [C:1](=[S:3])=[S:2].[C:4]1([C:18](=[O:20])[CH3:19])[C:17]2[S:16][C:15]3[C:10](=[CH:11][CH:12]=[CH:13][CH:14]=3)[S:9][C:8]=2[CH:7]=[CH:6][CH:5]=1.CC(C)([O-])C.[K+], predict the reaction product. The product is: [O:20]=[C:18]([C:4]1[C:17]2[S:16][C:15]3[C:10](=[CH:11][CH:12]=[CH:13][CH:14]=3)[S:9][C:8]=2[CH:7]=[CH:6][CH:5]=1)[CH2:19][C:1]([SH:3])=[S:2]. (6) Given the reactants [Li+].[BH4-].[Br:3][C:4]1[CH:5]=[C:6]([CH2:12][C:13](OC)=[O:14])[CH:7]=[CH:8][C:9]=1[C:10]#[N:11].O, predict the reaction product. The product is: [Br:3][C:4]1[CH:5]=[C:6]([CH2:12][CH2:13][OH:14])[CH:7]=[CH:8][C:9]=1[C:10]#[N:11]. (7) Given the reactants [NH2:1][C:2]1[C:3]([CH3:28])=[C:4]([CH:25]=[CH:26][CH:27]=1)[O:5][C:6]1[C:7]([N+:22]([O-:24])=[O:23])=[C:8]([CH:18]=[C:19]([F:21])[CH:20]=1)[NH:9][C:10]1[CH:15]=[CH:14][C:13]([I:16])=[CH:12][C:11]=1[F:17].[CH2:29]([S:31](Cl)(=[O:33])=[O:32])[CH3:30], predict the reaction product. The product is: [F:21][C:19]1[CH:18]=[C:8]([NH:9][C:10]2[CH:15]=[CH:14][C:13]([I:16])=[CH:12][C:11]=2[F:17])[C:7]([N+:22]([O-:24])=[O:23])=[C:6]([CH:20]=1)[O:5][C:4]1[C:3]([CH3:28])=[C:2]([NH:1][S:31]([CH2:29][CH3:30])(=[O:33])=[O:32])[CH:27]=[CH:26][CH:25]=1. (8) The product is: [CH3:32][Si:3]([CH3:33])([CH2:2][N:45]1[CH2:49][CH2:48][CH2:47][CH2:46]1)[CH2:4][CH2:5][C:6]1[C:18]2[CH2:17][N:16]3[C:11](=[CH:12][C:13]4[C@:23]([CH2:25][CH3:26])([OH:24])[C:22](=[O:27])[O:21][CH2:20][C:14]=4[C:15]3=[O:19])[C:10]=2[N:9]=[C:8]2[CH:28]=[CH:29][CH:30]=[CH:31][C:7]=12. Given the reactants I[CH2:2][Si:3]([CH3:33])([CH3:32])[CH2:4][CH2:5][C:6]1[C:18]2[CH2:17][N:16]3[C:11](=[CH:12][C:13]4[C@:23]([CH2:25][CH3:26])([OH:24])[C:22](=[O:27])[O:21][CH2:20][C:14]=4[C:15]3=[O:19])[C:10]=2[N:9]=[C:8]2[CH:28]=[CH:29][CH:30]=[CH:31][C:7]=12.C([O-])([O-])=O.[K+].[K+].CC(O)(C)C.[NH:45]1[CH2:49][CH2:48][CH2:47][CH2:46]1, predict the reaction product.